This data is from Peptide-MHC class II binding affinity with 134,281 pairs from IEDB. The task is: Regression. Given a peptide amino acid sequence and an MHC pseudo amino acid sequence, predict their binding affinity value. This is MHC class II binding data. (1) The peptide sequence is KPIFHFVGTSTFSEY. The MHC is DRB1_0901 with pseudo-sequence DRB1_0901. The binding affinity (normalized) is 0.866. (2) The peptide sequence is PVGEIYKRWIILGLNKIV. The MHC is DRB1_1101 with pseudo-sequence DRB1_1101. The binding affinity (normalized) is 0.395. (3) The peptide sequence is LERYIYNREERVRFDSDVGE. The MHC is DRB3_0202 with pseudo-sequence DRB3_0202. The binding affinity (normalized) is 0.611. (4) The peptide sequence is TALKKAITAMSEAQK. The MHC is HLA-DPA10103-DPB10301 with pseudo-sequence HLA-DPA10103-DPB10301. The binding affinity (normalized) is 0.786. (5) The MHC is DRB1_0301 with pseudo-sequence DRB1_0301. The peptide sequence is TSKLDAAYKLAYKTAEGATP. The binding affinity (normalized) is 0.672. (6) The binding affinity (normalized) is 0.136. The MHC is HLA-DQA10501-DQB10301 with pseudo-sequence HLA-DQA10501-DQB10301. The peptide sequence is RSRPRRTTRRMDRRT. (7) The peptide sequence is SDQPDLSNFMESGE. The MHC is DRB1_0301 with pseudo-sequence DRB1_0301. The binding affinity (normalized) is 0.